This data is from Forward reaction prediction with 1.9M reactions from USPTO patents (1976-2016). The task is: Predict the product of the given reaction. (1) Given the reactants [NH2:1][C:2]1[CH:7]=[CH:6][N:5]=[CH:4][C:3]=1[C:8]([OH:10])=[O:9].S(=O)(=O)(O)O.[C:16](=O)([O-])[O-].[Na+].[Na+], predict the reaction product. The product is: [NH2:1][C:2]1[CH:7]=[CH:6][N:5]=[CH:4][C:3]=1[C:8]([O:10][CH3:16])=[O:9]. (2) Given the reactants [F:1][C:2]([F:30])([F:29])[CH2:3][O:4][CH2:5][CH2:6][O:7][CH2:8][CH2:9][O:10][CH2:11][CH2:12][O:13][CH2:14][CH2:15][O:16][CH2:17][CH2:18][O:19][CH2:20][CH2:21][O:22][CH2:23][C:24]([O:26]CC)=[O:25].Cl, predict the reaction product. The product is: [F:1][C:2]([F:29])([F:30])[CH2:3][O:4][CH2:5][CH2:6][O:7][CH2:8][CH2:9][O:10][CH2:11][CH2:12][O:13][CH2:14][CH2:15][O:16][CH2:17][CH2:18][O:19][CH2:20][CH2:21][O:22][CH2:23][C:24]([OH:26])=[O:25]. (3) Given the reactants [NH:1]=[C:2]1[CH:11]([C:12](=[O:19])[C:13]2[CH:18]=[CH:17][CH:16]=[CH:15][CH:14]=2)[CH:10]([C:20]2[CH:25]=[C:24]3[O:26][CH2:27][O:28][C:23]3=[C:22]([O:29][CH3:30])[CH:21]=2)[C:9]2[C:4](=[CH:5][C:6]([N:31]([CH3:33])[CH3:32])=[CH:7][CH:8]=2)[O:3]1.C(N(CC)CC)C, predict the reaction product. The product is: [NH2:1][C:2]1[O:3][C:4]2[C:9]([CH:10]([C:20]3[CH:25]=[C:24]4[O:26][CH2:27][O:28][C:23]4=[C:22]([O:29][CH3:30])[CH:21]=3)[C:11]=1[C:12](=[O:19])[C:13]1[CH:14]=[CH:15][CH:16]=[CH:17][CH:18]=1)=[CH:8][CH:7]=[C:6]([N:31]([CH3:32])[CH3:33])[CH:5]=2. (4) The product is: [CH:23]1([N:20]2[CH2:21][CH2:22][CH:18]([CH2:17][C:11]3[CH:12]=[CH:13][C:14]4[C:9](=[CH:8][C:7]([C:37]5[CH:36]=[CH:35][N:34]=[C:33]([F:32])[CH:38]=5)=[CH:16][CH:15]=4)[CH:10]=3)[C:19]2=[O:29])[CH2:24][CH2:25][CH2:26][CH2:27][CH2:28]1. Given the reactants FC(F)(F)S(O[C:7]1[CH:16]=[CH:15][C:14]2[C:9](=[CH:10][C:11]([CH2:17][CH:18]3[CH2:22][CH2:21][N:20]([CH:23]4[CH2:28][CH2:27][CH2:26][CH2:25][CH2:24]4)[C:19]3=[O:29])=[CH:12][CH:13]=2)[CH:8]=1)(=O)=O.[F:32][C:33]1[CH:38]=[C:37](B(O)O)[CH:36]=[CH:35][N:34]=1.[Li+].[Cl-].C([O-])([O-])=O.[Na+].[Na+], predict the reaction product. (5) Given the reactants [Br:1][C:2]1[CH:3]=[CH:4][C:5]([N+]([O-])=O)=[N:6][CH:7]=1.[CH3:11][O-:12].[Na+], predict the reaction product. The product is: [Br:1][C:2]1[CH:3]=[CH:4][C:5]([O:12][CH3:11])=[N:6][CH:7]=1. (6) Given the reactants [O:1]=[S:2]1(=[O:30])[CH2:7][CH2:6][N:5]([C:8]([C:10]2[NH:11][C:12]3[C:17]([CH:18]=2)=[CH:16][C:15]([C:19]([N:21]2[CH2:26][CH2:25][N:24]([CH:27]([CH3:29])[CH3:28])[CH2:23][CH2:22]2)=[O:20])=[CH:14][CH:13]=3)=[O:9])[CH2:4][CH2:3]1.[F:31][C:32]1[CH:33]=[C:34](B(O)O)[CH:35]=[CH:36][CH:37]=1.N1C=CC=CC=1, predict the reaction product. The product is: [O:30]=[S:2]1(=[O:1])[CH2:7][CH2:6][N:5]([C:8]([C:10]2[N:11]([C:36]3[CH:35]=[CH:34][CH:33]=[C:32]([F:31])[CH:37]=3)[C:12]3[C:17]([CH:18]=2)=[CH:16][C:15]([C:19]([N:21]2[CH2:22][CH2:23][N:24]([CH:27]([CH3:28])[CH3:29])[CH2:25][CH2:26]2)=[O:20])=[CH:14][CH:13]=3)=[O:9])[CH2:4][CH2:3]1. (7) Given the reactants [CH3:1][O:2][C:3]([C:5]1[NH:6][C:7]2[C:8]3[C:12]([CH2:13][CH2:14][C:15]=2[CH:16]=1)=[N:11][N:10]([C:17]([C:30]1[CH:35]=[CH:34][CH:33]=[CH:32][CH:31]=1)([C:24]1[CH:29]=[CH:28][CH:27]=[CH:26][CH:25]=1)[C:18]1[CH:23]=[CH:22][CH:21]=[CH:20][CH:19]=1)[CH:9]=3)=[O:4].[H-].[Na+].[CH3:38]I, predict the reaction product. The product is: [CH3:1][O:2][C:3]([C:5]1[N:6]([CH3:38])[C:7]2[C:8]3[C:12]([CH2:13][CH2:14][C:15]=2[CH:16]=1)=[N:11][N:10]([C:17]([C:30]1[CH:31]=[CH:32][CH:33]=[CH:34][CH:35]=1)([C:18]1[CH:23]=[CH:22][CH:21]=[CH:20][CH:19]=1)[C:24]1[CH:25]=[CH:26][CH:27]=[CH:28][CH:29]=1)[CH:9]=3)=[O:4]. (8) Given the reactants C(OC(=O)[NH:7][C@H:8]([C:10]1[CH:15]=[CH:14][CH:13]=[C:12]([O:16][C:17]2[CH:18]=[N:19][CH:20]=[N:21][CH:22]=2)[CH:11]=1)[CH3:9])(C)(C)C.Cl, predict the reaction product. The product is: [N:19]1[CH:18]=[C:17]([O:16][C:12]2[CH:11]=[C:10]([C@@H:8]([NH2:7])[CH3:9])[CH:15]=[CH:14][CH:13]=2)[CH:22]=[N:21][CH:20]=1.